Dataset: Peptide-MHC class I binding affinity with 185,985 pairs from IEDB/IMGT. Task: Regression. Given a peptide amino acid sequence and an MHC pseudo amino acid sequence, predict their binding affinity value. This is MHC class I binding data. (1) The peptide sequence is GALDVSASV. The MHC is HLA-A02:02 with pseudo-sequence HLA-A02:02. The binding affinity (normalized) is 1.00. (2) The peptide sequence is LMWASSGFF. The MHC is HLA-B07:02 with pseudo-sequence HLA-B07:02. The binding affinity (normalized) is 0.0847. (3) The peptide sequence is ITNPFFYQM. The MHC is HLA-A80:01 with pseudo-sequence HLA-A80:01. The binding affinity (normalized) is 0.0847.